From a dataset of TCR-epitope binding with 47,182 pairs between 192 epitopes and 23,139 TCRs. Binary Classification. Given a T-cell receptor sequence (or CDR3 region) and an epitope sequence, predict whether binding occurs between them. (1) The epitope is RAKFKQLL. The TCR CDR3 sequence is CASSSTGPGNSPLHF. Result: 1 (the TCR binds to the epitope). (2) The epitope is ARMILMTHF. The TCR CDR3 sequence is CAWRPEPGQEEFNAYF. Result: 0 (the TCR does not bind to the epitope). (3) The epitope is TFYLTNDVSFL. The TCR CDR3 sequence is CASTFSLEKLFF. Result: 0 (the TCR does not bind to the epitope). (4) The epitope is AYILFTRFFYV. The TCR CDR3 sequence is CASSLGDVGNQPQHF. Result: 0 (the TCR does not bind to the epitope). (5) The epitope is KLSALGINAV. The TCR CDR3 sequence is CASMGLTLRDTQYF. Result: 0 (the TCR does not bind to the epitope). (6) The epitope is GLIYNRMGAVTTEV. The TCR CDR3 sequence is CASSISGIGTGELFF. Result: 0 (the TCR does not bind to the epitope).